Dataset: Catalyst prediction with 721,799 reactions and 888 catalyst types from USPTO. Task: Predict which catalyst facilitates the given reaction. (1) Reactant: [CH3:1][O:2][C:3]1[N:10]=[C:9]([CH3:11])[CH:8]=[C:7]([CH2:12][CH2:13][CH2:14][CH:15]=[CH2:16])[C:4]=1[C:5]#[N:6].[H-].[H-].[H-].[H-].[Li+].[Al+3].O.[OH-].[Na+]. Product: [CH3:1][O:2][C:3]1[C:4]([CH2:5][NH2:6])=[C:7]([CH2:12][CH2:13][CH2:14][CH:15]=[CH2:16])[CH:8]=[C:9]([CH3:11])[N:10]=1. The catalyst class is: 28. (2) Reactant: [Br:1][C:2]1[CH:7]=[CH:6][C:5]([NH:8][C:9]2[C:10]([NH2:15])=[CH:11][CH:12]=[CH:13][CH:14]=2)=[CH:4][CH:3]=1.[C:16](N1C=CN=C1)(N1C=CN=C1)=[O:17]. Product: [Br:1][C:2]1[CH:7]=[CH:6][C:5]([N:8]2[C:9]3[CH:14]=[CH:13][CH:12]=[CH:11][C:10]=3[NH:15][C:16]2=[O:17])=[CH:4][CH:3]=1. The catalyst class is: 2.